From a dataset of NCI-60 drug combinations with 297,098 pairs across 59 cell lines. Regression. Given two drug SMILES strings and cell line genomic features, predict the synergy score measuring deviation from expected non-interaction effect. (1) Cell line: KM12. Drug 2: CC1=C(C(=CC=C1)Cl)NC(=O)C2=CN=C(S2)NC3=CC(=NC(=N3)C)N4CCN(CC4)CCO. Drug 1: CC(CN1CC(=O)NC(=O)C1)N2CC(=O)NC(=O)C2. Synergy scores: CSS=30.9, Synergy_ZIP=-5.88, Synergy_Bliss=0.271, Synergy_Loewe=7.09, Synergy_HSA=5.76. (2) Drug 1: CC1C(C(CC(O1)OC2CC(CC3=C2C(=C4C(=C3O)C(=O)C5=C(C4=O)C(=CC=C5)OC)O)(C(=O)C)O)N)O.Cl. Drug 2: CCC1(CC2CC(C3=C(CCN(C2)C1)C4=CC=CC=C4N3)(C5=C(C=C6C(=C5)C78CCN9C7C(C=CC9)(C(C(C8N6C)(C(=O)OC)O)OC(=O)C)CC)OC)C(=O)OC)O.OS(=O)(=O)O. Cell line: LOX IMVI. Synergy scores: CSS=30.6, Synergy_ZIP=-7.87, Synergy_Bliss=-2.02, Synergy_Loewe=-1.02, Synergy_HSA=2.20.